From a dataset of Reaction yield outcomes from USPTO patents with 853,638 reactions. Predict the reaction yield, written as a fraction of the theoretical maximum amount of product (1.0 means a 100% yield; for example, 0.34 means a 34% yield). (1) The reactants are C[O:2][C:3]([C:5]1[CH:10]=[CH:9][C:8]([C:11]2[CH:16]=[CH:15][C:14]([C:17]([O:19]C)=[O:18])=[CH:13][C:12]=2[I:21])=[C:7]([I:22])[CH:6]=1)=[O:4].[OH-].[K+].O. The catalyst is C1COCC1. The product is [I:21][C:12]1[CH:13]=[C:14]([C:17]([OH:19])=[O:18])[CH:15]=[CH:16][C:11]=1[C:8]1[CH:9]=[CH:10][C:5]([C:3]([OH:4])=[O:2])=[CH:6][C:7]=1[I:22]. The yield is 0.890. (2) The reactants are [F:1][C@H:2]1[CH2:7][CH2:6][C@@H:5]([C:8]([O:10]CC2C=CC=CC=2)=[O:9])[C@H:4]([C:18]([O:20][CH3:21])=[O:19])[CH2:3]1. The catalyst is CCOC(C)=O.[Pd]. The product is [F:1][C@H:2]1[CH2:7][CH2:6][C@@H:5]([C:8]([OH:10])=[O:9])[C@H:4]([C:18]([O:20][CH3:21])=[O:19])[CH2:3]1. The yield is 1.00. (3) The reactants are [CH3:1][C@H:2]1[CH2:7][O:6][CH2:5][CH2:4][NH:3]1.CCN=C=NCCCN(C)C.C1C=CC2N(O)N=NC=2C=1.[NH2:29][C:30]1[CH:38]=[CH:37][C:33]([C:34](O)=[O:35])=[CH:32][N:31]=1. The catalyst is C(O)C. The product is [NH2:29][C:30]1[N:31]=[CH:32][C:33]([C:34]([N:3]2[CH2:4][CH2:5][O:6][CH2:7][C@@H:2]2[CH3:1])=[O:35])=[CH:37][CH:38]=1. The yield is 0.300. (4) The reactants are [C:1]([O:5][C:6]([NH:8][CH2:9][C:10]1[CH:11]=[C:12]([C:16]2[CH:21]=[C:20]([C:22](=O)[NH2:23])[CH:19]=[C:18]([O:25][C:26]3[N:31]=[C:30]([O:32][C@H:33]([CH2:41][CH3:42])[C:34]([O:36][C:37]([CH3:40])([CH3:39])[CH3:38])=[O:35])[C:29]([F:43])=[CH:28][C:27]=3[F:44])[CH:17]=2)[CH:13]=[CH:14][CH:15]=1)=[O:7])([CH3:4])([CH3:3])[CH3:2].COC1C=CC(P2(SP(C3C=CC(OC)=CC=3)(=S)S2)=[S:54])=CC=1. The catalyst is COCCOC. The product is [C:1]([O:5][C:6]([NH:8][CH2:9][C:10]1[CH:11]=[C:12]([C:16]2[CH:21]=[C:20]([C:22](=[S:54])[NH2:23])[CH:19]=[C:18]([O:25][C:26]3[N:31]=[C:30]([O:32][C@H:33]([CH2:41][CH3:42])[C:34]([O:36][C:37]([CH3:40])([CH3:39])[CH3:38])=[O:35])[C:29]([F:43])=[CH:28][C:27]=3[F:44])[CH:17]=2)[CH:13]=[CH:14][CH:15]=1)=[O:7])([CH3:4])([CH3:3])[CH3:2]. The yield is 0.730. (5) The product is [O:18]=[C:17]1[NH:22][C:7]2[CH:6]=[C:5]([C:3]([O:2][CH3:1])=[O:4])[CH:10]=[N:9][C:8]=2[N:11]2[CH2:16][CH2:15][S:14][CH2:13][CH:12]12. The catalyst is ClCCl.[NH4+].[O-][V](=O)=O.[Pt]. The yield is 0.960. The reactants are [CH3:1][O:2][C:3]([C:5]1[CH:6]=[C:7]([N+:22]([O-])=O)[C:8]([N:11]2[CH2:16][CH2:15][S:14][CH2:13][CH:12]2[C:17](OCC)=[O:18])=[N:9][CH:10]=1)=[O:4].P(OC1C=CC=CC=1)(OC1C=CC=CC=1)OC1C=CC=CC=1.[H][H]. (6) The reactants are [N:1]([CH2:4][CH2:5][C:6]1[CH:13]=[CH:12][C:9]([C:10]#[N:11])=[CH:8][CH:7]=1)=[N+:2]=[N-:3].C([O-])([O-])=[O:15].[K+].[K+].OO. The catalyst is CO.O. The product is [N:1]([CH2:4][CH2:5][C:6]1[CH:13]=[CH:12][C:9]([C:10]([NH2:11])=[O:15])=[CH:8][CH:7]=1)=[N+:2]=[N-:3]. The yield is 0.960.